This data is from Cav3 T-type calcium channel HTS with 100,875 compounds. The task is: Binary Classification. Given a drug SMILES string, predict its activity (active/inactive) in a high-throughput screening assay against a specified biological target. (1) The drug is S(c1nc2C3(C(C(CC3)c2nn1)(C)C)C)CC(=O)Nc1c2c(ccc1)cccc2. The result is 0 (inactive). (2) The drug is s1c2c(nc(nc2cc1)c1ccccc1)C1CCCCC1. The result is 0 (inactive).